The task is: Predict the reactants needed to synthesize the given product.. This data is from Full USPTO retrosynthesis dataset with 1.9M reactions from patents (1976-2016). Given the product [F:1][C:2]1[CH:7]=[CH:6][CH:5]=[CH:4][C:3]=1[C:8]1[N:9]=[C:10]([C:24]2[C:25]([CH3:34])=[N:26][N:27]3[CH:32]=[CH:31][C:30]([O:33][CH2:37][CH2:38][N:39]4[CH2:44][CH2:43][CH2:42][CH2:41][CH2:40]4)=[CH:29][C:28]=23)[S:11][C:12]=1[C:13]1[N:17]=[CH:16][N:15]([CH:18]2[CH2:23][CH2:22][CH2:21][CH2:20][O:19]2)[N:14]=1, predict the reactants needed to synthesize it. The reactants are: [F:1][C:2]1[CH:7]=[CH:6][CH:5]=[CH:4][C:3]=1[C:8]1[N:9]=[C:10]([C:24]2[C:25]([CH3:34])=[N:26][N:27]3[CH:32]=[CH:31][C:30]([OH:33])=[CH:29][C:28]=23)[S:11][C:12]=1[C:13]1[N:17]=[CH:16][N:15]([CH:18]2[CH2:23][CH2:22][CH2:21][CH2:20][O:19]2)[N:14]=1.Cl.Cl[CH2:37][CH2:38][N:39]1[CH2:44][CH2:43][CH2:42][CH2:41][CH2:40]1.C(=O)([O-])[O-].[K+].[K+].CN(C=O)C.